Dataset: Catalyst prediction with 721,799 reactions and 888 catalyst types from USPTO. Task: Predict which catalyst facilitates the given reaction. (1) Reactant: B(Br)(Br)Br.C[O:6][C:7]1[C:16]([S:17][CH3:18])=[CH:15][C:14]2[C:9](=[CH:10][CH:11]=[CH:12][CH:13]=2)[CH:8]=1. Product: [CH3:18][S:17][C:16]1[C:7]([OH:6])=[CH:8][C:9]2[C:14]([CH:15]=1)=[CH:13][CH:12]=[CH:11][CH:10]=2. The catalyst class is: 4. (2) Reactant: [CH:1]1([CH2:4][CH:5]([C:22]2[CH:31]=[CH:30][C:25]([C:26](OC)=[O:27])=[CH:24][CH:23]=2)[O:6][C:7]2[CH:12]=[CH:11][C:10]([N:13]3[CH:17]=[C:16]([C:18]([F:21])([F:20])[F:19])[CH:15]=[N:14]3)=[CH:9][CH:8]=2)[CH2:3][CH2:2]1.O.[OH-].[Li+].Cl.F[P-](F)(F)(F)(F)F.N1(OC(N(C)C)=[N+](C)C)C2N=CC=CC=2N=N1.CN1CCOCC1.[NH2:67][CH2:68][CH2:69][C:70]([O:72][CH3:73])=[O:71]. Product: [CH:1]1([CH2:4][CH:5]([C:22]2[CH:31]=[CH:30][C:25]([C:26]([NH:67][CH2:68][CH2:69][C:70]([O:72][CH3:73])=[O:71])=[O:27])=[CH:24][CH:23]=2)[O:6][C:7]2[CH:8]=[CH:9][C:10]([N:13]3[CH:17]=[C:16]([C:18]([F:20])([F:21])[F:19])[CH:15]=[N:14]3)=[CH:11][CH:12]=2)[CH2:3][CH2:2]1. The catalyst class is: 24. (3) Reactant: C1([O:7][C:8](=O)[N:9]([C:19]2[CH:24]=[C:23]([O:25][C:26]3[CH:31]=[CH:30][C:29]([NH:32][C:33]([C:35]4([C:38](=[O:47])[NH:39][C:40]5[CH:45]=[CH:44][C:43]([F:46])=[CH:42][CH:41]=5)[CH2:37][CH2:36]4)=[O:34])=[CH:28][CH:27]=3)[CH:22]=[CH:21][N:20]=2)C(OC2C=CC=CC=2)=O)C=CC=CC=1.[CH3:49][N:50]1[CH2:55][CH2:54][CH:53]([N:56]2[CH2:61][CH2:60][NH:59][CH2:58][CH2:57]2)[CH2:52][CH2:51]1. Product: [F:46][C:43]1[CH:44]=[CH:45][C:40]([NH:39][C:38]([C:35]2([C:33]([NH:32][C:29]3[CH:30]=[CH:31][C:26]([O:25][C:23]4[CH:22]=[CH:21][N:20]=[C:19]([NH:9][C:8]([N:59]5[CH2:60][CH2:61][N:56]([CH:53]6[CH2:52][CH2:51][N:50]([CH3:49])[CH2:55][CH2:54]6)[CH2:57][CH2:58]5)=[O:7])[CH:24]=4)=[CH:27][CH:28]=3)=[O:34])[CH2:37][CH2:36]2)=[O:47])=[CH:41][CH:42]=1. The catalyst class is: 9. (4) Reactant: [C:1]([O:7][CH2:8][CH3:9])(=[O:6])[CH2:2][C:3]([CH3:5])=O.[Cl:10][C:11]1[CH:18]=[C:17]([Cl:19])[CH:16]=[CH:15][C:12]=1[CH:13]=O.[NH4+:20].[OH-:21]. Product: [Cl:10][C:11]1[CH:18]=[C:17]([Cl:19])[CH:16]=[CH:15][C:12]=1[CH:13]1[C:2]([C:1]([O:7][CH2:8][CH3:9])=[O:6])=[C:3]([CH3:5])[NH:20][C:3]([CH3:5])=[C:2]1[C:1]([O:7][CH2:8][CH3:9])=[O:21]. The catalyst class is: 271. (5) Reactant: [CH3:1][O:2][C:3]([C:5]1[CH:6]=[C:7](B(O)O)[CH:8]=[CH:9][CH:10]=1)=[O:4].Br[C:15]1[N:19]([CH3:20])[N:18]=[CH:17][CH:16]=1.C([O-])([O-])=O.[K+].[K+].O1CCOCC1. Product: [CH3:20][N:19]1[C:15]([C:7]2[CH:6]=[C:5]([CH:10]=[CH:9][CH:8]=2)[C:3]([O:2][CH3:1])=[O:4])=[CH:16][CH:17]=[N:18]1. The catalyst class is: 263. (6) Reactant: C([O:4][CH2:5][C:6]1[N:10]([C:11]2[CH:16]=[CH:15][C:14]([C:17]#[N:18])=[C:13]([C:19]([F:22])([F:21])[F:20])[C:12]=2[CH3:23])[N:9]=[N:8][N:7]=1)(=O)C.O.[OH-].[Li+]. Product: [OH:4][CH2:5][C:6]1[N:10]([C:11]2[CH:16]=[CH:15][C:14]([C:17]#[N:18])=[C:13]([C:19]([F:22])([F:21])[F:20])[C:12]=2[CH3:23])[N:9]=[N:8][N:7]=1. The catalyst class is: 132. (7) Reactant: Br[C:2]1[CH:7]=[CH:6][C:5]([N:8]([C:16]2[CH:21]=[CH:20][CH:19]=[CH:18][C:17]=2[CH3:22])[C:9]2[CH:14]=[CH:13][CH:12]=[CH:11][C:10]=2[CH3:15])=[CH:4][CH:3]=1.[B:23]1([B:23]2[O:27][C:26]([CH3:29])([CH3:28])[C:25]([CH3:31])([CH3:30])[O:24]2)[O:27][C:26]([CH3:29])([CH3:28])[C:25]([CH3:31])([CH3:30])[O:24]1.CC([O-])=O.[K+].C1(P(C2C=CC=CC=2)C2C=CC=CC=2OC2C=CC=CC=2P(C2C=CC=CC=2)C2C=CC=CC=2)C=CC=CC=1. Product: [CH3:22][C:17]1[CH:18]=[CH:19][CH:20]=[CH:21][C:16]=1[N:8]([C:5]1[CH:4]=[CH:3][C:2]([B:23]2[O:27][C:26]([CH3:29])([CH3:28])[C:25]([CH3:31])([CH3:30])[O:24]2)=[CH:7][CH:6]=1)[C:9]1[CH:14]=[CH:13][CH:12]=[CH:11][C:10]=1[CH3:15]. The catalyst class is: 231. (8) Reactant: [C:1]1([CH2:7][CH2:8][C:9]([OH:11])=O)[CH:6]=[CH:5][CH:4]=[CH:3][CH:2]=1.S(Cl)(Cl)=O.[CH2:16]([NH:18][CH2:19][CH3:20])[CH3:17].C(Cl)Cl. Product: [CH2:16]([N:18]([CH2:19][CH3:20])[C:9](=[O:11])[CH2:8][CH2:7][C:1]1[CH:2]=[CH:3][CH:4]=[CH:5][CH:6]=1)[CH3:17]. The catalyst class is: 588. (9) Reactant: [N:1]1([CH2:6][CH2:7][CH2:8][CH2:9][C:10]2[CH:25]=[CH:24][C:13]([O:14][CH2:15][C:16]3[O:17][CH:18]=[C:19]([C:21]([OH:23])=O)[N:20]=3)=[CH:12][CH:11]=2)[CH:5]=[CH:4][N:3]=[N:2]1.C(N1C=CN=C1)(N1C=CN=C1)=O.[O:38]1[C:42]2[CH:43]=[CH:44][C:45]([NH2:47])=[CH:46][C:41]=2[O:40][CH2:39]1. Product: [O:38]1[C:42]2[CH:43]=[CH:44][C:45]([NH:47][C:21]([C:19]3[N:20]=[C:16]([CH2:15][O:14][C:13]4[CH:12]=[CH:11][C:10]([CH2:9][CH2:8][CH2:7][CH2:6][N:1]5[CH:5]=[CH:4][N:3]=[N:2]5)=[CH:25][CH:24]=4)[O:17][CH:18]=3)=[O:23])=[CH:46][C:41]=2[O:40][CH2:39]1. The catalyst class is: 489. (10) Product: [ClH:28].[Cl:28][C:25]1[CH:26]=[CH:27][C:22]([O:21][C:18]2[CH:19]=[CH:20][C:15]([O:14][CH2:13][C@H:9]3[CH2:10][CH2:11][CH2:12][NH:8]3)=[CH:16][CH:17]=2)=[CH:23][CH:24]=1. The catalyst class is: 12. Reactant: C(OC([N:8]1[CH2:12][CH2:11][CH2:10][C@@H:9]1[CH2:13][O:14][C:15]1[CH:20]=[CH:19][C:18]([O:21][C:22]2[CH:27]=[CH:26][C:25]([Cl:28])=[CH:24][CH:23]=2)=[CH:17][CH:16]=1)=O)(C)(C)C.Cl.